The task is: Predict the reactants needed to synthesize the given product.. This data is from Full USPTO retrosynthesis dataset with 1.9M reactions from patents (1976-2016). Given the product [CH3:1][O:2][C:3]([C:5]1[N:6]=[C:7]([NH2:19])[S:8][C:9]=1[CH2:10][OH:11])=[O:4], predict the reactants needed to synthesize it. The reactants are: [CH3:1][O:2][C:3]([C:5]1[N:6]=[C:7]([NH2:19])[S:8][C:9]=1[CH2:10][O:11][Si](C(C)(C)C)(C)C)=[O:4].O1CCCC1.[F-].C([N+](CCCC)(CCCC)CCCC)CCC.